This data is from Reaction yield outcomes from USPTO patents with 853,638 reactions. The task is: Predict the reaction yield, written as a fraction of the theoretical maximum amount of product (1.0 means a 100% yield; for example, 0.34 means a 34% yield). (1) The reactants are C(S[C:9]1[CH:18]=[C:17]2[C:12]([C:13]([Br:21])=[CH:14][N:15]([CH3:20])[C:16]2=[O:19])=[CH:11][CH:10]=1)C1C=CC=CC=1.C(Cl)Cl.C(O)(=O)C.[S:29]([Cl:33])(Cl)(=[O:31])=[O:30]. The catalyst is C(OCC)(=O)C.O. The product is [Br:21][C:13]1[C:12]2[C:17](=[CH:18][C:9]([S:29]([Cl:33])(=[O:31])=[O:30])=[CH:10][CH:11]=2)[C:16](=[O:19])[N:15]([CH3:20])[CH:14]=1. The yield is 0.509. (2) The reactants are [CH:1]([N:4]1[CH2:9][CH2:8][N:7]([C:10]([C:12]2[CH:13]=[C:14]3[C:18](=[CH:19][CH:20]=2)[NH:17][C:16]([C:21]([OH:23])=O)=[CH:15]3)=[O:11])[CH2:6][CH2:5]1)([CH3:3])[CH3:2].C1(N2CCN(C(C3C=C4C(=CC=3)NC(C(N3CCS(=O)(=O)CC3)=O)=C4)=O)CC2)CCCC1.F[B-](F)(F)F.N1(OC(N(C)C)=[N+](C)C)C2C=CC=CC=2N=N1.[O:78]1[C:82]2([CH2:87][CH2:86][NH:85][CH2:84][CH2:83]2)[O:81][CH2:80][CH2:79]1.C(N(CC)C(C)C)(C)C. The catalyst is CN(C)C=O. The product is [O:78]1[C:82]2([CH2:87][CH2:86][N:85]([C:21]([C:16]3[NH:17][C:18]4[C:14]([CH:15]=3)=[CH:13][C:12]([C:10]([N:7]3[CH2:8][CH2:9][N:4]([CH:1]([CH3:2])[CH3:3])[CH2:5][CH2:6]3)=[O:11])=[CH:20][CH:19]=4)=[O:23])[CH2:84][CH2:83]2)[O:81][CH2:80][CH2:79]1. The yield is 0.640. (3) The reactants are [CH3:1][Si](Cl)(C)C.[N+:6]([C:9]1[CH:10]=[C:11]([CH2:15][C:16]([OH:18])=[O:17])[CH:12]=[CH:13][CH:14]=1)([O-:8])=[O:7]. The catalyst is CO. The product is [N+:6]([C:9]1[CH:10]=[C:11]([CH2:15][C:16]([O:18][CH3:1])=[O:17])[CH:12]=[CH:13][CH:14]=1)([O-:8])=[O:7]. The yield is 1.00.